Regression. Given a peptide amino acid sequence and an MHC pseudo amino acid sequence, predict their binding affinity value. This is MHC class I binding data. From a dataset of Peptide-MHC class I binding affinity with 185,985 pairs from IEDB/IMGT. (1) The peptide sequence is RTRLYDYFT. The MHC is HLA-A02:03 with pseudo-sequence HLA-A02:03. The binding affinity (normalized) is 0.258. (2) The peptide sequence is HSLPRCWL. The binding affinity (normalized) is 0.316. The MHC is Mamu-A01 with pseudo-sequence Mamu-A01. (3) The MHC is HLA-C04:01 with pseudo-sequence YSAGYREKYRQADVNKLYLRFNFYTWAERAYTWY. The peptide sequence is YMRERFEPM. The binding affinity (normalized) is 0.213. (4) The peptide sequence is PKKDERGAL. The MHC is HLA-B08:01 with pseudo-sequence HLA-B08:01. The binding affinity (normalized) is 0.0847. (5) The peptide sequence is RVRAYTYSK. The MHC is HLA-A26:01 with pseudo-sequence HLA-A26:01. The binding affinity (normalized) is 0. (6) The peptide sequence is MSDIFASEV. The binding affinity (normalized) is 0.0847. The MHC is HLA-B46:01 with pseudo-sequence HLA-B46:01. (7) The peptide sequence is HPVLVTATL. The binding affinity (normalized) is 0.213. The MHC is HLA-A03:01 with pseudo-sequence HLA-A03:01.